Task: Predict which catalyst facilitates the given reaction.. Dataset: Catalyst prediction with 721,799 reactions and 888 catalyst types from USPTO (1) Reactant: [CH3:1][C:2]1[CH:7]=[C:6]([C:8]2[C:9](=[O:34])[NH:10][C:11](=[O:33])[N:12]([CH2:14][CH2:15][CH2:16][N:17]3[CH2:22][C@H:21]4[C@:19]([C:23]5[CH:28]=[CH:27][C:26]([C:29]([F:32])([F:31])[F:30])=[CH:25][CH:24]=5)([CH2:20]4)[CH2:18]3)[N:13]=2)[CH:5]=[CH:4][N:3]=1.[ClH:35].CO. Product: [ClH:35].[ClH:35].[CH3:1][C:2]1[CH:7]=[C:6]([C:8]2[C:9](=[O:34])[NH:10][C:11](=[O:33])[N:12]([CH2:14][CH2:15][CH2:16][N:17]3[CH2:22][C@H:21]4[C@:19]([C:23]5[CH:28]=[CH:27][C:26]([C:29]([F:32])([F:31])[F:30])=[CH:25][CH:24]=5)([CH2:20]4)[CH2:18]3)[N:13]=2)[CH:5]=[CH:4][N:3]=1. The catalyst class is: 2. (2) Reactant: [CH3:1][C:2]1[CH:3]=[N:4][C:5]([CH2:11][S+:12]([O-:24])[C:13]2[NH:14][C:15]3[CH:16]=[CH:17][C:18]([O:22][CH3:23])=[CH:19][C:20]=3[N:21]=2)=[C:6]([CH3:10])[C:7]=1[O:8][CH3:9].C[O-].[Na+:27].CO.CC(C)=O. Product: [CH3:1][C:2]1[CH:3]=[N:4][C:5]([CH2:11][S+:12]([O-:24])[C:13]2[N-:14][C:15]3[CH:16]=[CH:17][C:18]([O:22][CH3:23])=[CH:19][C:20]=3[N:21]=2)=[C:6]([CH3:10])[C:7]=1[O:8][CH3:9].[Na+:27]. The catalyst class is: 824. (3) The catalyst class is: 433. Product: [OH:34][CH2:33][CH2:32][O:31][C:30]1[CH:35]=[C:36]([NH:38][CH:39]([C:40]2[CH:48]=[C:43]3[CH:44]=[CH:45][CH:46]=[CH:47][N:42]3[N:41]=2)[C:8]([C:10]2[C:18]3[C:13](=[CH:14][CH:15]=[CH:16][CH:17]=3)[NH:12][CH:11]=2)=[O:9])[CH:37]=[C:28]([O:27][CH3:26])[CH:29]=1. Reactant: C(N(CC)CC)C.[CH:8]([C:10]1[C:18]2[C:13](=[CH:14][CH:15]=[CH:16][CH:17]=2)[N:12](C(OC(C)(C)C)=O)[CH:11]=1)=[O:9].[CH3:26][O:27][C:28]1[CH:29]=[C:30]([CH:35]=[C:36]([N:38]=[CH:39][C:40]2[CH:48]=[C:43]3[CH:44]=[CH:45][CH:46]=[CH:47][N:42]3[N:41]=2)[CH:37]=1)[O:31][CH2:32][CH2:33][OH:34].